The task is: Predict the reaction yield, written as a fraction of the theoretical maximum amount of product (1.0 means a 100% yield; for example, 0.34 means a 34% yield).. This data is from Reaction yield outcomes from USPTO patents with 853,638 reactions. (1) The catalyst is O1CCCC1.C(OCC)(=O)C. The product is [C:9]([C:7]1[S:6]/[C:5](=[N:13]\[C:14](=[O:24])[C:15]2[CH:20]=[C:19]([Cl:21])[CH:18]=[CH:17][C:16]=2[O:22][CH3:23])/[N:4]([CH2:3][CH2:2][NH:1][S:26]([CH3:25])(=[O:28])=[O:27])[CH:8]=1)([CH3:11])([CH3:12])[CH3:10]. The yield is 0.800. The reactants are [NH2:1][CH2:2][CH2:3][N:4]1[CH:8]=[C:7]([C:9]([CH3:12])([CH3:11])[CH3:10])[S:6]/[C:5]/1=[N:13]\[C:14](=[O:24])[C:15]1[CH:20]=[C:19]([Cl:21])[CH:18]=[CH:17][C:16]=1[O:22][CH3:23].[CH3:25][S:26](Cl)(=[O:28])=[O:27].C(N(CC)CC)C. (2) The reactants are [NH2:1][CH2:2][CH:3]([C:6]1[CH:11]=[CH:10][C:9]([NH:12][C:13]([C:15]2[N:16]([CH2:22][O:23][CH2:24][CH2:25][Si:26]([CH3:29])([CH3:28])[CH3:27])[CH:17]=[C:18]([C:20]#[N:21])[N:19]=2)=[O:14])=[C:8]([C:30]2[CH2:35][CH2:34][CH2:33][CH2:32][CH:31]=2)[CH:7]=1)[CH2:4][NH2:5].CS[C:38](SC)=[N:39][S:40]([CH3:43])(=[O:42])=[O:41]. The catalyst is ClCCCl. The product is [C:30]1([C:8]2[CH:7]=[C:6]([CH:3]3[CH2:2][NH:1][C:38](=[N:39][S:40]([CH3:43])(=[O:42])=[O:41])[NH:5][CH2:4]3)[CH:11]=[CH:10][C:9]=2[NH:12][C:13]([C:15]2[N:16]([CH2:22][O:23][CH2:24][CH2:25][Si:26]([CH3:29])([CH3:27])[CH3:28])[CH:17]=[C:18]([C:20]#[N:21])[N:19]=2)=[O:14])[CH2:35][CH2:34][CH2:33][CH2:32][CH:31]=1. The yield is 0.390. (3) The yield is 0.990. The reactants are [CH2:1]([NH:3][C:4]([C:6]1[CH:15]=[CH:14][C:13]2[C:8](=[CH:9][CH:10]=[C:11]([C:16]3[C:24]4[C:19](=[CH:20][CH:21]=[C:22]([C:25]#[N:26])[CH:23]=4)[N:18](C4CCCCO4)[N:17]=3)[CH:12]=2)[CH:7]=1)=[O:5])[CH3:2].[ClH:33].[CH2:34]([OH:36])[CH3:35]. No catalyst specified. The product is [ClH:33].[ClH:33].[CH2:34]([O:36][C:25]([C:22]1[CH:23]=[C:24]2[C:19](=[CH:20][CH:21]=1)[NH:18][N:17]=[C:16]2[C:11]1[CH:10]=[CH:9][C:8]2[C:13](=[CH:14][CH:15]=[C:6]([C:4](=[O:5])[NH:3][CH2:1][CH3:2])[CH:7]=2)[CH:12]=1)=[NH:26])[CH3:35]. (4) The reactants are [CH2:1]([N:8]1[CH2:13][CH2:12][N:11]([C:14]2[CH:19]=[CH:18][CH:17]=[C:16]([N+:20]([O-])=O)[CH:15]=2)[CH2:10][CH2:9]1)[C:2]1[CH:7]=[CH:6][CH:5]=[CH:4][CH:3]=1.C(OCC)(=O)C. No catalyst specified. The product is [CH2:1]([N:8]1[CH2:9][CH2:10][N:11]([C:14]2[CH:15]=[C:16]([NH2:20])[CH:17]=[CH:18][CH:19]=2)[CH2:12][CH2:13]1)[C:2]1[CH:3]=[CH:4][CH:5]=[CH:6][CH:7]=1. The yield is 0.820. (5) The reactants are [Br:1][C:2]1[CH:7]=[CH:6][C:5](I)=[CH:4][N:3]=1.[C:9]([Si:11]([CH3:14])([CH3:13])[CH3:12])#[CH:10].C(N(CC)CC)C. The catalyst is C1COCC1.Cl[Pd](Cl)([P](C1C=CC=CC=1)(C1C=CC=CC=1)C1C=CC=CC=1)[P](C1C=CC=CC=1)(C1C=CC=CC=1)C1C=CC=CC=1.[Cu]I. The product is [Br:1][C:2]1[CH:7]=[CH:6][C:5]([C:10]#[C:9][Si:11]([CH3:14])([CH3:13])[CH3:12])=[CH:4][N:3]=1. The yield is 0.870.